Dataset: Forward reaction prediction with 1.9M reactions from USPTO patents (1976-2016). Task: Predict the product of the given reaction. (1) Given the reactants [CH3:1][C:2]1[CH:7]=[CH:6][C:5]([C:8]#[CH:9])=[CH:4][CH:3]=1.[CH2:10]([SH:17])[C:11]1[CH:16]=[CH:15][CH:14]=[CH:13][CH:12]=1.[Na], predict the reaction product. The product is: [CH3:1][C:2]1[CH:7]=[CH:6][C:5](/[CH:8]=[CH:9]\[CH:10]([S:17][CH:1](/[CH:9]=[CH:8]\[C:5]2[CH:6]=[CH:7][C:2]([CH3:1])=[CH:3][CH:4]=2)[C:2]2[CH:7]=[CH:6][CH:5]=[CH:4][CH:3]=2)[C:11]2[CH:16]=[CH:15][CH:14]=[CH:13][CH:12]=2)=[CH:4][CH:3]=1. (2) Given the reactants [Br:1][C:2]1[CH:7]=[CH:6][C:5]([CH:8]([CH:10]2[CH2:16][CH:15]3[S:17][CH:12]([CH2:13][CH2:14]3)[CH2:11]2)[OH:9])=[CH:4][CH:3]=1, predict the reaction product. The product is: [Br:1][C:2]1[CH:3]=[CH:4][C:5]([C:8]([CH:10]2[CH2:11][CH:12]3[S:17][CH:15]([CH2:14][CH2:13]3)[CH2:16]2)=[O:9])=[CH:6][CH:7]=1. (3) Given the reactants [C:1]([C@@H:5]1[NH:26][C:25](=[O:27])[O:24][CH2:23][CH2:22][CH2:21][CH2:20][CH2:19][CH:18]=[CH:17][C:16]2[CH:28]=[CH:29][CH:30]=[CH:31][C:15]=2[CH2:14][CH2:13][C:12](=[O:32])[NH:11][C@H:10]2[CH2:33][N:7]([C@H:8]([C:34]([NH:36][C@:37]3([C:42]([NH:44][S:45]([CH:48]4[CH2:50][CH2:49]4)(=[O:47])=[O:46])=[O:43])[CH2:39][C@H:38]3[CH:40]=[CH2:41])=[O:35])[CH2:9]2)[C:6]1=[O:51])([CH3:4])([CH3:3])[CH3:2].Cl.N[C@]1(C(NS(C2CC2)(=O)=O)=O)C[C@H]1CC, predict the reaction product. The product is: [C:1]([C@@H:5]1[NH:26][C:25](=[O:27])[O:24][CH2:23][CH2:22][CH2:21][CH2:20][CH2:19][CH:18]=[CH:17][C:16]2[CH:28]=[CH:29][CH:30]=[CH:31][C:15]=2[CH2:14][CH2:13][C:12](=[O:32])[NH:11][C@H:10]2[CH2:33][N:7]([C@H:8]([C:34]([NH:36][C@:37]3([C:42]([NH:44][S:45]([CH:48]4[CH2:50][CH2:49]4)(=[O:47])=[O:46])=[O:43])[CH2:39][C@H:38]3[CH2:40][CH3:41])=[O:35])[CH2:9]2)[C:6]1=[O:51])([CH3:2])([CH3:3])[CH3:4]. (4) Given the reactants [Cl:1][C:2]1[C:48]([F:49])=[CH:47][CH:46]=[CH:45][C:3]=1[CH2:4][NH:5][C:6](=[O:44])[N:7]([C@H:9]([CH2:27][O:28][C:29](=[O:43])[NH:30][C:31]1[CH:35]=[C:34]([C:36]2[CH:41]=[CH:40][CH:39]=[C:38]([F:42])[CH:37]=2)[O:33][N:32]=1)[CH2:10][CH2:11][C:12]([N:14]1[CH2:19][CH2:18][N:17](C(OC(C)(C)C)=O)[CH2:16][CH2:15]1)=[O:13])[CH3:8].Cl.O1CCOCC1, predict the reaction product. The product is: [F:42][C:38]1[CH:37]=[C:36]([C:34]2[O:33][N:32]=[C:31]([NH:30][C:29](=[O:43])[O:28][CH2:27][C@@H:9]([N:7]([CH3:8])[C:6]([NH:5][CH2:4][C:3]3[CH:45]=[CH:46][CH:47]=[C:48]([F:49])[C:2]=3[Cl:1])=[O:44])[CH2:10][CH2:11][C:12](=[O:13])[N:14]3[CH2:15][CH2:16][NH:17][CH2:18][CH2:19]3)[CH:35]=2)[CH:41]=[CH:40][CH:39]=1. (5) Given the reactants [CH3:1][O:2][C:3]([C:5]1[CH:6]=[C:7]([C:13]2[CH:18]=[CH:17][CH:16]=[CH:15][CH:14]=2)[CH:8]=[CH:9][C:10]=1C=O)=[O:4].[BH4-].[Na+].[CH3:21][OH:22], predict the reaction product. The product is: [CH3:1][O:2][C:3]([C:5]1[CH:6]=[C:7]([C:13]2[CH:14]=[CH:15][C:16]([CH2:21][OH:22])=[CH:17][CH:18]=2)[CH:8]=[CH:9][CH:10]=1)=[O:4]. (6) Given the reactants [Cl:1][C:2]1[CH:26]=[CH:25][C:5]([CH2:6][C:7]2[C:16]([OH:17])=[C:15]([C:18]([OH:20])=[O:19])[C:14]3[C:9](=[C:10]4[CH2:24][CH2:23]C[CH2:21][C:11]4=[CH:12][CH:13]=3)[N:8]=2)=[CH:4][CH:3]=1.N1C2C(=CC=C3C=2CCC3)C(=O)C1=O.C(OCC(=O)CC1C=CC(Cl)=CC=1)(=O)C, predict the reaction product. The product is: [Cl:1][C:2]1[CH:3]=[CH:4][C:5]([CH2:6][C:7]2[C:16]([OH:17])=[C:15]([C:18]([OH:20])=[O:19])[C:14]3[C:9]([N:8]=2)=[C:10]2[CH2:24][CH2:23][CH2:21][C:11]2=[CH:12][CH:13]=3)=[CH:25][CH:26]=1. (7) Given the reactants [C:1]([O:5][C:6]([N:8]([C:10]1[CH:16]=[C:15]([N:17]([CH2:19][CH2:20][OH:21])[CH3:18])[CH:14]=[CH:13][C:11]=1[NH2:12])[CH3:9])=[O:7])([CH3:4])([CH3:3])[CH3:2].[CH3:22][C:23]1[C:31]2[N:30]=[C:29]([CH2:32][CH2:33][CH3:34])[NH:28][C:27]=2[CH:26]=[C:25]([C:35](O)=[O:36])[CH:24]=1.CN(C)C=O.Cl.C(N=C=NCCCN(C)C)C, predict the reaction product. The product is: [C:1]([O:5][C:6]([N:8]([C:10]1[CH:16]=[C:15]([N:17]([CH2:19][CH2:20][OH:21])[CH3:18])[CH:14]=[CH:13][C:11]=1[NH:12][C:35]([C:25]1[CH:24]=[C:23]([CH3:22])[C:31]2[N:30]=[C:29]([CH2:32][CH2:33][CH3:34])[NH:28][C:27]=2[CH:26]=1)=[O:36])[CH3:9])=[O:7])([CH3:2])([CH3:4])[CH3:3].